Dataset: Forward reaction prediction with 1.9M reactions from USPTO patents (1976-2016). Task: Predict the product of the given reaction. (1) Given the reactants [N+:1]([C:4]1[CH:5]=[N:6][NH:7][CH:8]=1)([O-:3])=[O:2].[CH3:9][N:10]1[CH:14]2[CH2:15][CH:16](O)[CH2:17][CH:11]1[CH2:12][CH2:13]2.C1(P(C2C=CC=CC=2)C2C=CC=CC=2)C=CC=CC=1.N(C(OC(C)(C)C)=O)=NC(OC(C)(C)C)=O, predict the reaction product. The product is: [CH3:9][N:10]1[CH:14]2[CH2:13][CH2:12][CH:11]1[CH2:17][CH:16]([N:6]1[CH:5]=[C:4]([N+:1]([O-:3])=[O:2])[CH:8]=[N:7]1)[CH2:15]2. (2) Given the reactants [F:1][C:2]([F:7])([F:6])[C:3]([OH:5])=[O:4].Cl[C:9]1[N:14]=[C:13]([NH:15][C:16]2[CH:21]=[CH:20][CH:19]=[C:18]([CH:22]=[CH2:23])[CH:17]=2)[C:12]([Cl:24])=[CH:11][N:10]=1.[CH:25]([C:27]1[CH:28]=[C:29]([CH:31]=[CH:32][CH:33]=1)[NH2:30])=[CH2:26], predict the reaction product. The product is: [F:1][C:2]([F:7])([F:6])[C:3]([OH:5])=[O:4].[Cl:24][C:12]1[C:13]([NH:15][C:16]2[CH:21]=[CH:20][CH:19]=[C:18]([CH:22]=[CH2:23])[CH:17]=2)=[N:14][C:9]([NH:30][C:29]2[CH:31]=[CH:32][CH:33]=[C:27]([CH:25]=[CH2:26])[CH:28]=2)=[N:10][CH:11]=1.[F:1][C:2]([F:7])([F:6])[C:3]([O-:5])=[O:4].